Dataset: Full USPTO retrosynthesis dataset with 1.9M reactions from patents (1976-2016). Task: Predict the reactants needed to synthesize the given product. (1) The reactants are: Cl[C:2]1[N:10]2[C:6](=[N:7][C:8]3[CH:14]=[CH:13][CH:12]=[CH:11][C:9]=32)[C:5]([C:15]#[N:16])=[C:4]([CH3:17])[C:3]=1[C:18]1[CH:23]=[CH:22][CH:21]=[CH:20][CH:19]=1.C(N(CC)CC)C.[CH3:31][C@H:32]1[CH2:37][NH:36][CH2:35][CH2:34][NH:33]1.O. Given the product [CH3:17][C:4]1[C:3]([C:18]2[CH:19]=[CH:20][CH:21]=[CH:22][CH:23]=2)=[C:2]([N:36]2[CH2:35][CH2:34][NH:33][C@@H:32]([CH3:31])[CH2:37]2)[N:10]2[C:6](=[N:7][C:8]3[CH:14]=[CH:13][CH:12]=[CH:11][C:9]=32)[C:5]=1[C:15]#[N:16], predict the reactants needed to synthesize it. (2) Given the product [F:1][C:2]1[CH:3]=[CH:4][C:5]([S:8]([N:11]([CH:12]([CH3:13])[CH3:14])[C@@H:15]([CH3:19])[C:16]([NH:34][CH2:35][C:36]2[CH:41]=[C:40]([C:42]3[CH:43]=[CH:44][C:45]([C:48]([F:51])([F:50])[F:49])=[CH:46][CH:47]=3)[N:39]=[CH:38][N:37]=2)=[O:18])(=[O:9])=[O:10])=[CH:6][CH:7]=1, predict the reactants needed to synthesize it. The reactants are: [F:1][C:2]1[CH:7]=[CH:6][C:5]([S:8]([N:11]([C@@H:15]([CH3:19])[C:16]([OH:18])=O)[CH:12]([CH3:14])[CH3:13])(=[O:10])=[O:9])=[CH:4][CH:3]=1.FC1C=CC(S(N(C)CC([NH:34][CH2:35][C:36]2[CH:41]=[C:40]([C:42]3[CH:47]=[CH:46][C:45]([C:48]([F:51])([F:50])[F:49])=[CH:44][CH:43]=3)[N:39]=[CH:38][N:37]=2)=O)(=O)=O)=CC=1.O.ON1C2C=CC=CC=2N=N1.C(N(CC)C(C)C)(C)C.CN(C(ON1N=NC2C=CC=CC1=2)=[N+](C)C)C.F[P-](F)(F)(F)(F)F. (3) The reactants are: Br[C:2]1[N:6]2[N:7]=[CH:8][C:9]([C:11]([F:14])([F:13])[F:12])=[N:10][C:5]2=[N:4][CH:3]=1.[Cl:15][C:16]1[CH:17]=[C:18](B(O)O)[CH:19]=[CH:20][CH:21]=1.C([O-])([O-])=O.[Na+].[Na+]. Given the product [Cl:15][C:16]1[CH:21]=[C:20]([C:2]2[N:6]3[N:7]=[CH:8][C:9]([C:11]([F:14])([F:13])[F:12])=[N:10][C:5]3=[N:4][CH:3]=2)[CH:19]=[CH:18][CH:17]=1, predict the reactants needed to synthesize it.